Dataset: Peptide-MHC class II binding affinity with 134,281 pairs from IEDB. Task: Regression. Given a peptide amino acid sequence and an MHC pseudo amino acid sequence, predict their binding affinity value. This is MHC class II binding data. (1) The peptide sequence is TSFIRNCARKVFNDI. The MHC is H-2-IAb with pseudo-sequence H-2-IAb. The binding affinity (normalized) is 0.389. (2) The peptide sequence is VAPIEHIASMRRNYF. The MHC is DRB1_0701 with pseudo-sequence DRB1_0701. The binding affinity (normalized) is 0.418. (3) The peptide sequence is DPVKLVKMWEDEVKD. The MHC is DRB4_0101 with pseudo-sequence DRB4_0103. The binding affinity (normalized) is 0.468. (4) The peptide sequence is ISSMVEAMVSRARID. The MHC is DRB4_0101 with pseudo-sequence DRB4_0103. The binding affinity (normalized) is 0. (5) The peptide sequence is FEIKCTKPEACSGEPVVVHI. The MHC is DRB3_0202 with pseudo-sequence DRB3_0202. The binding affinity (normalized) is 0.334. (6) The peptide sequence is GWYDWQQVPFCSNHFTEL. The MHC is DRB1_0101 with pseudo-sequence DRB1_0101. The binding affinity (normalized) is 0.248. (7) The peptide sequence is LGRFKHTDACCRTHDMCP. The MHC is DRB4_0101 with pseudo-sequence DRB4_0103. The binding affinity (normalized) is 0.